Dataset: Full USPTO retrosynthesis dataset with 1.9M reactions from patents (1976-2016). Task: Predict the reactants needed to synthesize the given product. (1) Given the product [C:1]([C:5]1[S:9][C:8]([NH:10][C:23]([NH:22][C:16]2[CH:17]=[CH:18][CH:19]=[C:20]([Cl:21])[C:15]=2[Cl:14])=[O:24])=[C:7]([C:11]([OH:13])=[O:12])[CH:6]=1)([CH3:4])([CH3:2])[CH3:3], predict the reactants needed to synthesize it. The reactants are: [C:1]([C:5]1[S:9][C:8]([NH2:10])=[C:7]([C:11]([OH:13])=[O:12])[CH:6]=1)([CH3:4])([CH3:3])[CH3:2].[Cl:14][C:15]1[C:20]([Cl:21])=[CH:19][CH:18]=[CH:17][C:16]=1[N:22]=[C:23]=[O:24]. (2) Given the product [CH:22]1([N:16]2[C:15](=[O:27])[C:6]3[C:7](=[O:14])[C:8]4[C:13](=[CH:12][CH:11]=[CH:10][CH:9]=4)[NH:4][C:5]=3[N:18]=[C:17]2[CH:19]([CH3:21])[CH3:20])[CH2:23][CH2:24][CH2:25][CH2:26]1, predict the reactants needed to synthesize it. The reactants are: C([N:4]1[C:13]2[C:8](=[CH:9][CH:10]=[CH:11][CH:12]=2)[C:7](=[O:14])[C:6]2[C:15](=[O:27])[N:16]([CH:22]3[CH2:26][CH2:25][CH2:24][CH2:23]3)[C:17]([CH:19]([CH3:21])[CH3:20])=[N:18][C:5]1=2)C=C.C(Cl)Cl.C1(C)C=CC(S(O)=O)=CC=1. (3) Given the product [CH3:1][O:2][C:3]([C:5]1[CH:6]=[C:7]2[C:12](=[CH:13][CH:14]=1)[CH:11]=[C:10]([C:15]([OH:17])=[O:16])[CH:9]=[CH:8]2)=[O:4], predict the reactants needed to synthesize it. The reactants are: [CH3:1][O:2][C:3]([C:5]1[CH:14]=[CH:13][C:12]2[C:7](=[CH:8][CH:9]=[C:10]([C:15]([O:17]C)=[O:16])[CH:11]=2)[CH:6]=1)=[O:4].[OH-].[Na+]. (4) Given the product [C:1]([N:5]1[C:9](=[O:10])[CH2:8][CH:7]([C:11]2[CH:16]=[CH:15][C:14]([CH:17]=[O:25])=[CH:13][C:12]=2[F:20])[S:6]1(=[O:22])=[O:21])([CH3:4])([CH3:3])[CH3:2], predict the reactants needed to synthesize it. The reactants are: [C:1]([N:5]1[C:9](=[O:10])[CH2:8][CH:7]([C:11]2[CH:16]=[CH:15][C:14]([CH:17](Br)Br)=[CH:13][C:12]=2[F:20])[S:6]1(=[O:22])=[O:21])([CH3:4])([CH3:3])[CH3:2].C([OH:25])C. (5) Given the product [C:1]([CH:5]1[CH2:14][CH2:13][C:12]2[N:11]=[C:10]3[S:15][C:16]([C:18]([NH2:20])=[NH:19])=[CH:17][C:9]3=[CH:8][C:7]=2[CH2:6]1)([CH3:4])([CH3:2])[CH3:3], predict the reactants needed to synthesize it. The reactants are: [C:1]([CH:5]1[CH2:14][CH2:13][C:12]2[N:11]=[C:10]3[S:15][C:16]([C:18]#[N:19])=[CH:17][C:9]3=[CH:8][C:7]=2[CH2:6]1)([CH3:4])([CH3:3])[CH3:2].[NH4+:20].[Cl-].